This data is from Full USPTO retrosynthesis dataset with 1.9M reactions from patents (1976-2016). The task is: Predict the reactants needed to synthesize the given product. (1) Given the product [Cl:7][C:8]1[CH:16]=[C:15]2[C:11]([C:12]([CH2:17][CH:18]([CH3:20])[CH3:19])=[CH:13][NH:14]2)=[CH:10][CH:9]=1, predict the reactants needed to synthesize it. The reactants are: [H-].[Al+3].[Li+].[H-].[H-].[H-].[Cl:7][C:8]1[CH:16]=[C:15]2[C:11]([C:12]([C:17](=O)[CH:18]([CH3:20])[CH3:19])=[CH:13][NH:14]2)=[CH:10][CH:9]=1. (2) Given the product [NH2:59][C:43]1[C:44]([NH:46][C@@H:47]2[CH2:52][CH2:51][C@H:50]([C:53]([NH:55][CH:56]([CH3:58])[CH3:57])=[O:54])[CH2:49][CH2:48]2)=[CH:45][C:40]([N:37]2[CH2:36][CH2:35][CH:34]([C:31]([OH:30])([CH3:33])[CH3:32])[CH2:39][CH2:38]2)=[N:41][CH:42]=1, predict the reactants needed to synthesize it. The reactants are: NC1C(N[C@@H]2CC[C@H](C(NC(C)C)=O)CC2)=CC(OCCN2CCCCC2)=NC=1.[OH:30][C:31]([CH:34]1[CH2:39][CH2:38][N:37]([C:40]2[CH:45]=[C:44]([NH:46][C@@H:47]3[CH2:52][CH2:51][C@H:50]([C:53]([NH:55][CH:56]([CH3:58])[CH3:57])=[O:54])[CH2:49][CH2:48]3)[C:43]([N+:59]([O-])=O)=[CH:42][N:41]=2)[CH2:36][CH2:35]1)([CH3:33])[CH3:32]. (3) Given the product [F:1][CH:2]([F:10])[C:3]1[C:4]([CH:9]=[O:12])=[N:5][CH:6]=[CH:7][CH:8]=1, predict the reactants needed to synthesize it. The reactants are: [F:1][CH:2]([F:10])[C:3]1[C:4]([CH3:9])=[N:5][CH:6]=[CH:7][CH:8]=1.[Se]=[O:12]. (4) Given the product [CH3:24][N:23]([CH3:25])[C:21]([C:17]1[CH:16]=[C:15]([O:9][C:8]2[CH:6]=[CH:7][C:2]([NH2:12])=[CH:3][CH:4]=2)[CH:20]=[CH:19][N:18]=1)=[O:22], predict the reactants needed to synthesize it. The reactants are: Cl[C:2]1[CH:7]=[CH:6]N=[C:4]([C:8](Cl)=[O:9])[CH:3]=1.C[NH:12]C.Cl[C:15]1[CH:20]=[CH:19][N:18]=[C:17]([C:21]([N:23]([CH3:25])[CH3:24])=[O:22])[CH:16]=1. (5) Given the product [OH:1][CH:2]1[CH2:6][CH2:5][CH:4]([C:7]2[C:11]3[CH2:12][N:13]([C:16]([O:18][C:19]([CH3:20])([CH3:21])[CH3:22])=[O:17])[CH2:14][CH2:15][C:10]=3[N:9]([CH2:23][O:24][CH2:25][CH2:26][Si:27]([CH3:30])([CH3:29])[CH3:28])[N:8]=2)[CH2:3]1, predict the reactants needed to synthesize it. The reactants are: [OH:1][CH:2]1[CH2:6][CH2:5][C:4]([C:7]2[C:11]3[CH2:12][N:13]([C:16]([O:18][C:19]([CH3:22])([CH3:21])[CH3:20])=[O:17])[CH2:14][CH2:15][C:10]=3[N:9]([CH2:23][O:24][CH2:25][CH2:26][Si:27]([CH3:30])([CH3:29])[CH3:28])[N:8]=2)=[CH:3]1. (6) The reactants are: [Cl:1][C:2]1[C:6]([CH2:7][O:8][C:9]2[CH:14]=[CH:13][C:12]([CH2:15][CH2:16][C:17]([O:19]CC)=[O:18])=[C:11]([CH3:22])[C:10]=2[CH3:23])=[C:5]([C:24]2[CH:29]=[CH:28][CH:27]=[CH:26][CH:25]=2)[S:4][N:3]=1.[Li+].[OH-]. Given the product [Cl:1][C:2]1[C:6]([CH2:7][O:8][C:9]2[CH:14]=[CH:13][C:12]([CH2:15][CH2:16][C:17]([OH:19])=[O:18])=[C:11]([CH3:22])[C:10]=2[CH3:23])=[C:5]([C:24]2[CH:25]=[CH:26][CH:27]=[CH:28][CH:29]=2)[S:4][N:3]=1, predict the reactants needed to synthesize it. (7) The reactants are: ClC1C(OC2C=CC(OC(F)(F)F)=C(Cl)C=2)=CC(F)=C(C=1)C(OC(C)(C)C)=O.[Cl:29][C:30]1[C:31]([O:44][C:45]2[CH:46]=[N:47][C:48]([Cl:52])=[C:49]([Cl:51])[CH:50]=2)=[CH:32][C:33]([F:43])=[C:34]([CH:42]=1)[C:35]([O:37]C(C)(C)C)=[O:36]. Given the product [Cl:29][C:30]1[C:31]([O:44][C:45]2[CH:46]=[N:47][C:48]([Cl:52])=[C:49]([Cl:51])[CH:50]=2)=[CH:32][C:33]([F:43])=[C:34]([CH:42]=1)[C:35]([OH:37])=[O:36], predict the reactants needed to synthesize it. (8) Given the product [F:39][CH:2]([F:1])[C:3]1[CH:7]=[C:6]([CH:8]([F:9])[F:10])[N:5]([CH2:11][C:12]([N:14]2[CH2:15][CH2:16][CH:17]([C:20]3[S:21][CH:22]=[C:23]([C:25]4[CH2:29][CH:28]([C:30]5[CH:38]=[CH:37][CH:36]=[CH:35][C:31]=5[C:32]([NH:43][CH:40]5[CH2:42][CH2:41]5)=[O:34])[O:27][N:26]=4)[N:24]=3)[CH2:18][CH2:19]2)=[O:13])[N:4]=1, predict the reactants needed to synthesize it. The reactants are: [F:1][CH:2]([F:39])[C:3]1[CH:7]=[C:6]([CH:8]([F:10])[F:9])[N:5]([CH2:11][C:12]([N:14]2[CH2:19][CH2:18][CH:17]([C:20]3[S:21][CH:22]=[C:23]([C:25]4[CH2:29][CH:28]([C:30]5[CH:38]=[CH:37][CH:36]=[CH:35][C:31]=5[C:32]([OH:34])=O)[O:27][N:26]=4)[N:24]=3)[CH2:16][CH2:15]2)=[O:13])[N:4]=1.[CH:40]1([NH2:43])[CH2:42][CH2:41]1.C(N=C=NCCCN(C)C)C.O.